From a dataset of Reaction yield outcomes from USPTO patents with 853,638 reactions. Predict the reaction yield, written as a fraction of the theoretical maximum amount of product (1.0 means a 100% yield; for example, 0.34 means a 34% yield). (1) The yield is 0.520. The product is [CH3:15][C:12]1([CH3:16])[O:13][CH2:14][CH:9]([CH2:8][NH:2][CH3:1])[CH2:10][O:11]1. The catalyst is CS(C)=O.C(Cl)(Cl)Cl.CO.C(Cl)Cl. The reactants are [CH3:1][NH2:2].CS(O[CH2:8][CH:9]1[CH2:14][O:13][C:12]([CH3:16])([CH3:15])[O:11][CH2:10]1)(=O)=O.C(Cl)Cl.N. (2) The reactants are [CH3:1][C:2]([C:9]1[NH:10][C:11]2[C:16]([CH:17]=1)=[CH:15][C:14]([N+:18]([O-:20])=[O:19])=[CH:13][CH:12]=2)([CH3:8])[C:3]([O:5]CC)=[O:4].O[Li].O.Cl. The catalyst is C1COCC1.O. The product is [CH3:8][C:2]([C:9]1[NH:10][C:11]2[C:16]([CH:17]=1)=[CH:15][C:14]([N+:18]([O-:20])=[O:19])=[CH:13][CH:12]=2)([CH3:1])[C:3]([OH:5])=[O:4]. The yield is 0.990. (3) The reactants are [CH3:1][O:2][C:3]1[CH:8]=[CH:7][C:6]([N+:9]([O-:11])=[O:10])=[CH:5][C:4]=1[OH:12].Cl.Cl[CH2:15][CH2:16][N:17]([CH3:19])[CH3:18].[H-].[Na+].N#N. The catalyst is CN(C)C=O. The product is [CH3:1][O:2][C:3]1[CH:8]=[CH:7][C:6]([N+:9]([O-:11])=[O:10])=[CH:5][C:4]=1[O:12][CH2:15][CH2:16][N:17]([CH3:19])[CH3:18]. The yield is 0.650. (4) The reactants are [C:1]([O:5][C:6]([C@H:8]1[NH:13][C:12]([CH3:18])([C:14](OC)=[O:15])[CH2:11][C:10](=[O:19])[N:9]1[CH3:20])=[O:7])([CH3:4])([CH3:3])[CH3:2].[NH2:21][NH2:22]. The catalyst is CCO. The product is [C:1]([O:5][C:6]([C@H:8]1[NH:13][C:12]([CH3:18])([C:14]([NH:21][NH2:22])=[O:15])[CH2:11][C:10](=[O:19])[N:9]1[CH3:20])=[O:7])([CH3:4])([CH3:3])[CH3:2]. The yield is 1.00.